Dataset: TCR-epitope binding with 47,182 pairs between 192 epitopes and 23,139 TCRs. Task: Binary Classification. Given a T-cell receptor sequence (or CDR3 region) and an epitope sequence, predict whether binding occurs between them. (1) The epitope is VVYRGTTTY. The TCR CDR3 sequence is CAISESGTGIGGYTF. Result: 1 (the TCR binds to the epitope). (2) The epitope is LLFNKVTLA. The TCR CDR3 sequence is CASNQPGQGGFRLFF. Result: 0 (the TCR does not bind to the epitope).